From a dataset of NCI-60 drug combinations with 297,098 pairs across 59 cell lines. Regression. Given two drug SMILES strings and cell line genomic features, predict the synergy score measuring deviation from expected non-interaction effect. (1) Drug 1: C1=CC(=CC=C1CCC2=CNC3=C2C(=O)NC(=N3)N)C(=O)NC(CCC(=O)O)C(=O)O. Drug 2: C1=CC(=CC=C1CC(C(=O)O)N)N(CCCl)CCCl.Cl. Cell line: NCI-H522. Synergy scores: CSS=16.8, Synergy_ZIP=-7.71, Synergy_Bliss=-11.2, Synergy_Loewe=-41.2, Synergy_HSA=-9.65. (2) Drug 1: C1=C(C(=O)NC(=O)N1)F. Drug 2: C1CN1P(=S)(N2CC2)N3CC3. Cell line: SK-MEL-2. Synergy scores: CSS=29.7, Synergy_ZIP=-2.07, Synergy_Bliss=-2.40, Synergy_Loewe=-4.84, Synergy_HSA=-1.19. (3) Drug 1: CC1=C(C(CCC1)(C)C)C=CC(=CC=CC(=CC(=O)O)C)C. Drug 2: CS(=O)(=O)OCCCCOS(=O)(=O)C. Cell line: NCI-H226. Synergy scores: CSS=-4.72, Synergy_ZIP=0.0586, Synergy_Bliss=-2.23, Synergy_Loewe=-5.53, Synergy_HSA=-5.10. (4) Drug 1: CC1=CC2C(CCC3(C2CCC3(C(=O)C)OC(=O)C)C)C4(C1=CC(=O)CC4)C. Drug 2: CC(C)NC(=O)C1=CC=C(C=C1)CNNC.Cl. Cell line: MDA-MB-231. Synergy scores: CSS=-15.3, Synergy_ZIP=5.93, Synergy_Bliss=-3.54, Synergy_Loewe=-16.7, Synergy_HSA=-14.8. (5) Drug 1: CC1=C2C(C(=O)C3(C(CC4C(C3C(C(C2(C)C)(CC1OC(=O)C(C(C5=CC=CC=C5)NC(=O)OC(C)(C)C)O)O)OC(=O)C6=CC=CC=C6)(CO4)OC(=O)C)OC)C)OC. Drug 2: C1CC(=O)NC(=O)C1N2CC3=C(C2=O)C=CC=C3N. Cell line: HCC-2998. Synergy scores: CSS=67.3, Synergy_ZIP=13.9, Synergy_Bliss=13.5, Synergy_Loewe=-24.5, Synergy_HSA=13.3. (6) Drug 1: C1=CC=C(C=C1)NC(=O)CCCCCCC(=O)NO. Drug 2: N.N.Cl[Pt+2]Cl. Cell line: HCT116. Synergy scores: CSS=52.2, Synergy_ZIP=0.674, Synergy_Bliss=0.198, Synergy_Loewe=-5.46, Synergy_HSA=4.67. (7) Cell line: SNB-75. Drug 2: COC1=NC(=NC2=C1N=CN2C3C(C(C(O3)CO)O)O)N. Synergy scores: CSS=-1.89, Synergy_ZIP=2.68, Synergy_Bliss=2.85, Synergy_Loewe=-1.71, Synergy_HSA=-1.51. Drug 1: CN1C2=C(C=C(C=C2)N(CCCl)CCCl)N=C1CCCC(=O)O.Cl. (8) Drug 1: CN1C(=O)N2C=NC(=C2N=N1)C(=O)N. Drug 2: CC(C)CN1C=NC2=C1C3=CC=CC=C3N=C2N. Cell line: U251. Synergy scores: CSS=6.92, Synergy_ZIP=-4.00, Synergy_Bliss=-6.42, Synergy_Loewe=-2.87, Synergy_HSA=-4.24. (9) Drug 1: C1=CC(=C2C(=C1NCCNCCO)C(=O)C3=C(C=CC(=C3C2=O)O)O)NCCNCCO. Drug 2: COC1=C2C(=CC3=C1OC=C3)C=CC(=O)O2. Cell line: NCI/ADR-RES. Synergy scores: CSS=9.78, Synergy_ZIP=5.46, Synergy_Bliss=9.31, Synergy_Loewe=0.931, Synergy_HSA=4.66. (10) Drug 1: CC12CCC(CC1=CCC3C2CCC4(C3CC=C4C5=CN=CC=C5)C)O. Drug 2: CC1=C(C=C(C=C1)C(=O)NC2=CC(=CC(=C2)C(F)(F)F)N3C=C(N=C3)C)NC4=NC=CC(=N4)C5=CN=CC=C5. Cell line: SK-MEL-5. Synergy scores: CSS=-1.86, Synergy_ZIP=5.15, Synergy_Bliss=-0.784, Synergy_Loewe=-6.70, Synergy_HSA=-5.11.